Dataset: Full USPTO retrosynthesis dataset with 1.9M reactions from patents (1976-2016). Task: Predict the reactants needed to synthesize the given product. (1) Given the product [I:1][C:2]1[C:6]([CH2:7][OH:8])=[CH:5][N:4]([CH:10]2[CH2:15][CH2:14][CH2:13][CH2:12][O:11]2)[N:3]=1, predict the reactants needed to synthesize it. The reactants are: [I:1][C:2]1[C:6]([C:7](O)=[O:8])=[CH:5][N:4]([CH:10]2[CH2:15][CH2:14][CH2:13][CH2:12][O:11]2)[N:3]=1.B.C1COCC1. (2) Given the product [CH2:18]([C:3]1[C:2]([B:23]2[O:24][C:25]([CH3:27])([CH3:26])[C:21]([CH3:37])([CH3:20])[O:22]2)=[CH:11][CH:10]=[C:9]2[C:4]=1[CH2:5][CH2:6][N:7]([C:12](=[O:17])[C:13]([F:16])([F:15])[F:14])[CH2:8]2)[CH3:19], predict the reactants needed to synthesize it. The reactants are: Br[C:2]1[C:3]([CH2:18][CH3:19])=[C:4]2[C:9](=[CH:10][CH:11]=1)[CH2:8][N:7]([C:12](=[O:17])[C:13]([F:16])([F:15])[F:14])[CH2:6][CH2:5]2.[CH3:20][C:21]1([CH3:37])[C:25]([CH3:27])([CH3:26])[O:24][B:23]([B:23]2[O:24][C:25]([CH3:27])([CH3:26])[C:21]([CH3:37])([CH3:20])[O:22]2)[O:22]1.CC(O[K])=O. (3) Given the product [F:28][C:29]([F:42])([F:43])[C:30]1[CH:31]=[C:32]([CH:35]=[C:36]([C:38]([F:41])([F:39])[F:40])[CH:37]=1)[CH2:33][NH:34][CH2:26][C:8]1[C:9]([N:12]2[CH2:17][CH2:16][N:15]([CH2:18][C:19]([N:20]3[CH2:24][CH2:23][CH2:22][CH2:21]3)=[O:25])[CH2:14][CH2:13]2)=[N:10][C:11]2[C:6]([CH:7]=1)=[CH:5][CH:4]=[CH:3][C:2]=2[CH3:1], predict the reactants needed to synthesize it. The reactants are: [CH3:1][C:2]1[CH:3]=[CH:4][CH:5]=[C:6]2[C:11]=1[N:10]=[C:9]([N:12]1[CH2:17][CH2:16][N:15]([CH2:18][C:19](=[O:25])[N:20]3[CH2:24][CH2:23][CH2:22][CH2:21]3)[CH2:14][CH2:13]1)[C:8]([CH:26]=O)=[CH:7]2.[F:28][C:29]([F:43])([F:42])[C:30]1[CH:31]=[C:32]([CH:35]=[C:36]([C:38]([F:41])([F:40])[F:39])[CH:37]=1)[CH2:33][NH2:34].C(O)(=O)C.C(O[BH-](OC(=O)C)OC(=O)C)(=O)C.[Na+]. (4) Given the product [Cl:8][C:6]1[N:5]=[C:4]([NH2:9])[N:3]=[C:2]([N:12]([CH3:13])[CH3:11])[CH:7]=1, predict the reactants needed to synthesize it. The reactants are: Cl[C:2]1[CH:7]=[C:6]([Cl:8])[N:5]=[C:4]([NH2:9])[N:3]=1.C[CH2:11][N:12](C(C)C)[CH:13](C)C.CNC.O. (5) Given the product [N+:1]([C:4]1[CH:5]=[C:6]([CH:7]=[CH:8][C:9]=1[N+:10]([O-:12])=[O:11])[CH2:13][N:15]1[CH2:20][CH2:19][O:18][CH2:17][CH2:16]1)([O-:3])=[O:2], predict the reactants needed to synthesize it. The reactants are: [N+:1]([C:4]1[CH:5]=[C:6]([C:13]([N:15]2[CH2:20][CH2:19][O:18][CH2:17][CH2:16]2)=O)[CH:7]=[CH:8][C:9]=1[N+:10]([O-:12])=[O:11])([O-:3])=[O:2].[BH4-].[Na+].B(F)(F)F.CCOCC.